Dataset: Forward reaction prediction with 1.9M reactions from USPTO patents (1976-2016). Task: Predict the product of the given reaction. (1) Given the reactants [NH2:1][C:2]([NH:4][C:5]1[C:6]([C:24]([NH2:26])=[O:25])=[N:7][N:8]([C:10]2[CH:15]=[CH:14][C:13]([C:16]3[CH:21]=[CH:20][CH:19]=[CH:18][C:17]=3[OH:22])=[C:12]([Cl:23])[CH:11]=2)[CH:9]=1)=[O:3].Br[CH2:28][C:29]#[N:30].C([O-])([O-])=O.[K+].[K+], predict the reaction product. The product is: [NH2:1][C:2]([NH:4][C:5]1[C:6]([C:24]([NH2:26])=[O:25])=[N:7][N:8]([C:10]2[CH:15]=[CH:14][C:13]([C:16]3[CH:21]=[CH:20][CH:19]=[CH:18][C:17]=3[O:22][CH2:28][C:29]#[N:30])=[C:12]([Cl:23])[CH:11]=2)[CH:9]=1)=[O:3]. (2) Given the reactants C(O[C:6]([NH:8][C@H:9]([C:14]1[S:15][CH:16]=[C:17]([C:19]([O:21][CH2:22][CH3:23])=[O:20])[N:18]=1)CC(C)C)=[O:7])(C)(C)C.[C:24]([NH:34][C@H:35](C(O)=O)[CH2:36][CH:37]([CH3:39])[CH3:38])([O:26][CH2:27][C:28]1[CH:33]=[CH:32][CH:31]=[CH:30][CH:29]=1)=[O:25].C(N[C@H](C(N[C@H](C(O)=O)CC(C)C)=O)CC(C)C)(OCC1C=CC=CC=1)=O, predict the reaction product. The product is: [CH2:27]([O:26][C:24]([NH:34][C@@H:35]([CH2:36][CH:37]([CH3:39])[CH3:38])[C:6]([NH:8][CH2:9][C:14]1[S:15][CH:16]=[C:17]([C:19]([O:21][CH2:22][CH3:23])=[O:20])[N:18]=1)=[O:7])=[O:25])[C:28]1[CH:33]=[CH:32][CH:31]=[CH:30][CH:29]=1. (3) Given the reactants [CH:1]1([C@H:7]([NH:12][C:13]([C:15]2[C:24]([NH:25][C:26]([NH:28][C:29]3[C:34]([CH3:35])=[CH:33][C:32]([CH3:36])=[CH:31][C:30]=3[CH3:37])=[O:27])=[CH:23][C:22]3[C:17](=[CH:18][CH:19]=[CH:20][CH:21]=3)[CH:16]=2)=[O:14])[C:8]([O:10]C)=[O:9])[CH2:6][CH2:5][CH2:4][CH2:3][CH2:2]1.CC1C=CC=C(C)C=1NC(NC1C(C(NCCC(OC)=O)=O)=CC2C(C=1)=CC=CC=2)=O.O1CCOCC1, predict the reaction product. The product is: [CH:1]1([C@H:7]([NH:12][C:13]([C:15]2[C:24]([NH:25][C:26]([NH:28][C:29]3[C:34]([CH3:35])=[CH:33][C:32]([CH3:36])=[CH:31][C:30]=3[CH3:37])=[O:27])=[CH:23][C:22]3[C:17](=[CH:18][CH:19]=[CH:20][CH:21]=3)[CH:16]=2)=[O:14])[C:8]([OH:10])=[O:9])[CH2:2][CH2:3][CH2:4][CH2:5][CH2:6]1. (4) Given the reactants C[O:2][C:3](=[O:14])[C:4]1[CH:9]=[CH:8][CH:7]=[C:6]([C:10](=[NH:13])[NH:11][OH:12])[CH:5]=1.C(N(C(C)C)CC)(C)C.[F:24][C:25]1[CH:33]=[CH:32][CH:31]=[CH:30][C:26]=1[C:27](Cl)=O, predict the reaction product. The product is: [F:24][C:25]1[CH:33]=[CH:32][CH:31]=[CH:30][C:26]=1[C:27]1[O:12][N:11]=[C:10]([C:6]2[CH:5]=[C:4]([CH:9]=[CH:8][CH:7]=2)[C:3]([OH:2])=[O:14])[N:13]=1. (5) Given the reactants C[Al](C)C.[CH3:5][NH:6][CH3:7].[CH2:8]([O:10][C:11]([N:13]1[C:22]2[C:17](=[CH:18][C:19]([Br:23])=[CH:20][CH:21]=2)[N:16]([CH:24]([C:29]2[CH:34]=[C:33]([C:35]([F:38])([F:37])[F:36])[CH:32]=[C:31]([C:39]([F:42])([F:41])[F:40])[CH:30]=2)[C:25]([O:27]C)=O)[CH2:15][CH:14]1[CH2:43][CH3:44])=[O:12])[CH3:9].C(Cl)Cl.CCOC(C)=O, predict the reaction product. The product is: [CH2:8]([O:10][C:11]([N:13]1[C:22]2[C:17](=[CH:18][C:19]([Br:23])=[CH:20][CH:21]=2)[N:16]([CH:24]([C:29]2[CH:34]=[C:33]([C:35]([F:36])([F:38])[F:37])[CH:32]=[C:31]([C:39]([F:40])([F:42])[F:41])[CH:30]=2)[C:25](=[O:27])[N:6]([CH3:7])[CH3:5])[CH2:15][CH:14]1[CH2:43][CH3:44])=[O:12])[CH3:9]. (6) Given the reactants [Cl:1][C:2]1[CH:9]=[C:6]([CH:7]=O)[C:5]([OH:10])=[CH:4][CH:3]=1.C(OP([CH2:19][C:20]1[CH:25]=[CH:24][CH:23]=[CH:22][C:21]=1[Br:26])(=O)OCC)C.CC(C)([O-])C.[K+].Cl, predict the reaction product. The product is: [Br:26][C:21]1[CH:22]=[CH:23][CH:24]=[CH:25][C:20]=1/[CH:19]=[CH:7]/[C:6]1[CH:9]=[C:2]([Cl:1])[CH:3]=[CH:4][C:5]=1[OH:10].